This data is from Forward reaction prediction with 1.9M reactions from USPTO patents (1976-2016). The task is: Predict the product of the given reaction. (1) The product is: [CH:1]1([N:4]2[C:11](=[O:12])[CH2:10][CH2:9][N:8]([CH2:46][CH:44]([OH:45])[CH2:43][O:36][C:37]3[CH:42]=[CH:41][CH:40]=[CH:39][CH:38]=3)[C:7]3[CH:13]=[CH:14][C:15]([O:17][CH3:18])=[CH:16][C:6]=3[CH2:5]2)[CH2:2][CH2:3]1. Given the reactants [CH:1]1([N:4]2[C:11](=[O:12])[CH2:10][CH2:9][NH:8][C:7]3[CH:13]=[CH:14][C:15]([O:17][CH3:18])=[CH:16][C:6]=3[CH2:5]2)[CH2:3][CH2:2]1.FC(F)(F)S([O-])(=O)=O.[Mg+2].FC(F)(F)S([O-])(=O)=O.[O:36]([CH2:43][CH:44]1[CH2:46][O:45]1)[C:37]1[CH:42]=[CH:41][CH:40]=[CH:39][CH:38]=1.C(=O)(O)[O-].[Na+], predict the reaction product. (2) The product is: [CH2:1]([CH:3]([C:6]1[C:7]2[N:8]([C:13]([C:17]3[C:18]4[CH:26]=[CH:25][CH:24]=[C:23]([CH:27]([CH3:29])[CH2:28][OH:33])[C:19]=4[S:20][C:21]=3[CH3:22])=[C:14]([CH3:16])[N:15]=2)[N:9]=[C:10]([CH3:12])[CH:11]=1)[CH2:4][CH3:5])[CH3:2]. Given the reactants [CH2:1]([CH:3]([C:6]1[C:7]2[N:8]([C:13]([C:17]3[C:18]4[CH:26]=[CH:25][CH:24]=[C:23]([C:27]([CH3:29])=[CH2:28])[C:19]=4[S:20][C:21]=3[CH3:22])=[C:14]([CH3:16])[N:15]=2)[N:9]=[C:10]([CH3:12])[CH:11]=1)[CH2:4][CH3:5])[CH3:2].S(C)C.[OH-:33].[Na+].OO, predict the reaction product. (3) Given the reactants [N:1]1[CH:6]=[CH:5][C:4]([C:7]2[NH:11][C:10]([SH:12])=[N:9][CH:8]=2)=[CH:3][CH:2]=1.[OH:13][C:14]1[C:21]([O:22][CH3:23])=[CH:20][C:17]([CH:18]=O)=[CH:16][C:15]=1[O:24][CH3:25].Cl[CH2:27][C:28](O)=[O:29].C([O-])(=O)C.[Na+], predict the reaction product. The product is: [OH:13][C:14]1[C:21]([O:22][CH3:23])=[CH:20][C:17](/[CH:18]=[C:27]2/[C:28](=[O:29])[N:9]3[CH:8]=[C:7]([C:4]4[CH:3]=[CH:2][N:1]=[CH:6][CH:5]=4)[N:11]=[C:10]3[S:12]/2)=[CH:16][C:15]=1[O:24][CH3:25]. (4) Given the reactants [Br:1][C:2]1[CH:3]=[C:4]([C:13]([O:15]CC)=O)[N:5]([C:7]2[CH:12]=[CH:11][CH:10]=[CH:9][CH:8]=2)[N:6]=1.BrC1C=C(C(OCC)=O)N(C2C=CC(Br)=CC=2)N=1.[CH3:36][O:37][C:38]1[CH:39]=[C:40]([N:46]2[CH2:51][CH2:50][NH:49][CH2:48][CH2:47]2)[CH:41]=[C:42]([O:44][CH3:45])[CH:43]=1, predict the reaction product. The product is: [Br:1][C:2]1[CH:3]=[C:4]([C:13]([N:49]2[CH2:48][CH2:47][N:46]([C:40]3[CH:39]=[C:38]([O:37][CH3:36])[CH:43]=[C:42]([O:44][CH3:45])[CH:41]=3)[CH2:51][CH2:50]2)=[O:15])[N:5]([C:7]2[CH:8]=[CH:9][CH:10]=[CH:11][CH:12]=2)[N:6]=1. (5) The product is: [C:1]([O:5][C@@H:6]([C:10]1[C:19]([CH:20]=[O:35])=[CH:18][C:17]2[C:12](=[CH:13][CH:14]=[CH:15][CH:16]=2)[C:11]=1[C:24]1[CH:29]=[CH:28][C:27]([Cl:30])=[CH:26][CH:25]=1)[C:7]([O:9][CH2:39][CH3:40])=[O:8])([CH3:4])([CH3:3])[CH3:2]. Given the reactants [C:1]([O:5][C@@H:6]([C:10]1[C:19]([CH2:20]N(C)C)=[CH:18][C:17]2[C:12](=[CH:13][CH:14]=[CH:15][CH:16]=2)[C:11]=1[C:24]1[CH:29]=[CH:28][C:27]([Cl:30])=[CH:26][CH:25]=1)[C:7]([OH:9])=[O:8])([CH3:4])([CH3:3])[CH3:2].C[N+]1([O-])CC[O:35]CC1.[C:39](#N)[CH3:40], predict the reaction product.